From a dataset of Peptide-MHC class I binding affinity with 185,985 pairs from IEDB/IMGT. Regression. Given a peptide amino acid sequence and an MHC pseudo amino acid sequence, predict their binding affinity value. This is MHC class I binding data. The binding affinity (normalized) is 0.496. The MHC is HLA-A02:06 with pseudo-sequence HLA-A02:06. The peptide sequence is KLFGTVDSL.